Dataset: NCI-60 drug combinations with 297,098 pairs across 59 cell lines. Task: Regression. Given two drug SMILES strings and cell line genomic features, predict the synergy score measuring deviation from expected non-interaction effect. (1) Drug 1: CCCCC(=O)OCC(=O)C1(CC(C2=C(C1)C(=C3C(=C2O)C(=O)C4=C(C3=O)C=CC=C4OC)O)OC5CC(C(C(O5)C)O)NC(=O)C(F)(F)F)O. Drug 2: CC1CCC2CC(C(=CC=CC=CC(CC(C(=O)C(C(C(=CC(C(=O)CC(OC(=O)C3CCCCN3C(=O)C(=O)C1(O2)O)C(C)CC4CCC(C(C4)OC)O)C)C)O)OC)C)C)C)OC. Cell line: MCF7. Synergy scores: CSS=52.3, Synergy_ZIP=12.3, Synergy_Bliss=12.8, Synergy_Loewe=13.6, Synergy_HSA=13.4. (2) Drug 1: CC1=CC=C(C=C1)C2=CC(=NN2C3=CC=C(C=C3)S(=O)(=O)N)C(F)(F)F. Drug 2: C1=CN(C(=O)N=C1N)C2C(C(C(O2)CO)O)O.Cl. Cell line: HCC-2998. Synergy scores: CSS=34.3, Synergy_ZIP=-1.72, Synergy_Bliss=-2.13, Synergy_Loewe=-17.3, Synergy_HSA=0.816. (3) Drug 1: C1=CN(C(=O)N=C1N)C2C(C(C(O2)CO)O)(F)F. Drug 2: CN1C=C(C=N1)C2=C3N=C(C(=C(N3N=C2)N)Br)C4CCCNC4. Cell line: NCI-H460. Synergy scores: CSS=91.9, Synergy_ZIP=26.7, Synergy_Bliss=24.5, Synergy_Loewe=21.3, Synergy_HSA=26.7. (4) Drug 1: C1C(C(OC1N2C=NC3=C(N=C(N=C32)Cl)N)CO)O. Drug 2: CC1CCC2CC(C(=CC=CC=CC(CC(C(=O)C(C(C(=CC(C(=O)CC(OC(=O)C3CCCCN3C(=O)C(=O)C1(O2)O)C(C)CC4CCC(C(C4)OC)OCCO)C)C)O)OC)C)C)C)OC. Cell line: MOLT-4. Synergy scores: CSS=47.5, Synergy_ZIP=-4.64, Synergy_Bliss=-6.40, Synergy_Loewe=-13.0, Synergy_HSA=-4.44. (5) Drug 1: C1CN1C2=NC(=NC(=N2)N3CC3)N4CC4. Drug 2: CC(C)CN1C=NC2=C1C3=CC=CC=C3N=C2N. Cell line: HOP-62. Synergy scores: CSS=61.9, Synergy_ZIP=-0.471, Synergy_Bliss=0.566, Synergy_Loewe=2.04, Synergy_HSA=2.50.